From a dataset of Peptide-MHC class I binding affinity with 185,985 pairs from IEDB/IMGT. Regression. Given a peptide amino acid sequence and an MHC pseudo amino acid sequence, predict their binding affinity value. This is MHC class I binding data. (1) The peptide sequence is MHCDFAFWV. The MHC is HLA-B51:01 with pseudo-sequence HLA-B51:01. The binding affinity (normalized) is 0.0847. (2) The peptide sequence is CELTDSSWI. The MHC is Mamu-A11 with pseudo-sequence Mamu-A11. The binding affinity (normalized) is 0.799. (3) The peptide sequence is EYRHYQYSL. The MHC is H-2-Kd with pseudo-sequence H-2-Kd. The binding affinity (normalized) is 0. (4) The peptide sequence is STYGWNLVRL. The MHC is HLA-A68:02 with pseudo-sequence HLA-A68:02. The binding affinity (normalized) is 0.733. (5) The peptide sequence is RGYVWTNGY. The MHC is HLA-B18:01 with pseudo-sequence HLA-B18:01. The binding affinity (normalized) is 0.0847. (6) The peptide sequence is RRRIGEIFK. The MHC is HLA-A11:01 with pseudo-sequence HLA-A11:01. The binding affinity (normalized) is 0.0847. (7) The peptide sequence is FIKDRATAV. The MHC is HLA-A03:01 with pseudo-sequence HLA-A03:01. The binding affinity (normalized) is 0.0847. (8) The peptide sequence is TPALAARGF. The MHC is HLA-B27:05 with pseudo-sequence HLA-B27:05. The binding affinity (normalized) is 0.0847.